Regression. Given two drug SMILES strings and cell line genomic features, predict the synergy score measuring deviation from expected non-interaction effect. From a dataset of NCI-60 drug combinations with 297,098 pairs across 59 cell lines. Drug 1: C1=CC(=CC=C1CCC2=CNC3=C2C(=O)NC(=N3)N)C(=O)NC(CCC(=O)O)C(=O)O. Drug 2: C1=CN(C=N1)CC(O)(P(=O)(O)O)P(=O)(O)O. Cell line: OVCAR3. Synergy scores: CSS=26.6, Synergy_ZIP=-1.22, Synergy_Bliss=-1.55, Synergy_Loewe=-9.64, Synergy_HSA=0.491.